Dataset: Full USPTO retrosynthesis dataset with 1.9M reactions from patents (1976-2016). Task: Predict the reactants needed to synthesize the given product. (1) The reactants are: [CH3:1][C:2]1[C:3]([C:28]2[CH:33]=[CH:32][C:31]([O:34][CH3:35])=[CH:30][CH:29]=2)=[C:4]([O:14][C:15]2[CH:20]=[CH:19][C:18](/[CH:21]=[CH:22]/[C:23]([O:25]CC)=[O:24])=[CH:17][CH:16]=2)[C:5]2[C:10]([CH:11]=1)=[CH:9][C:8]([O:12][CH3:13])=[CH:7][CH:6]=2.[OH-].[Na+]. Given the product [CH3:1][C:2]1[C:3]([C:28]2[CH:29]=[CH:30][C:31]([O:34][CH3:35])=[CH:32][CH:33]=2)=[C:4]([O:14][C:15]2[CH:16]=[CH:17][C:18](/[CH:21]=[CH:22]/[C:23]([OH:25])=[O:24])=[CH:19][CH:20]=2)[C:5]2[C:10]([CH:11]=1)=[CH:9][C:8]([O:12][CH3:13])=[CH:7][CH:6]=2, predict the reactants needed to synthesize it. (2) Given the product [CH2:1]([O:3][C:4]1[CH:9]=[C:8]([C:10]([O:12][CH2:13][CH3:14])=[O:11])[CH:7]=[C:6]([CH:30]=[CH2:31])[C:5]=1[C:23]1[CH:28]=[CH:27][C:26]([F:29])=[CH:25][CH:24]=1)[CH3:2], predict the reactants needed to synthesize it. The reactants are: [CH2:1]([O:3][C:4]1[CH:9]=[C:8]([C:10]([O:12][CH2:13][CH3:14])=[O:11])[CH:7]=[C:6](OS(C(F)(F)F)(=O)=O)[C:5]=1[C:23]1[CH:28]=[CH:27][C:26]([F:29])=[CH:25][CH:24]=1)[CH3:2].[CH:30]([B-](F)(F)F)=[CH2:31].[K+].C(N(CC)CC)C.C(O)C. (3) Given the product [CH2:1]([O:8][C:9]1[C:10]([Cl:21])=[CH:11][C:12]([C:13]([OH:15])=[O:14])=[CH:18][C:19]=1[Cl:20])[C:2]1[CH:3]=[CH:4][CH:5]=[CH:6][CH:7]=1, predict the reactants needed to synthesize it. The reactants are: [CH2:1]([O:8][C:9]1[C:19]([Cl:20])=[CH:18][C:12]([C:13]([O:15]CC)=[O:14])=[CH:11][C:10]=1[Cl:21])[C:2]1[CH:7]=[CH:6][CH:5]=[CH:4][CH:3]=1.[OH-].[K+]. (4) Given the product [CH2:3]([O:6][C:7]([N:9]1[C:15]2[CH:16]=[C:17]([O:22][CH2:23][CH2:24][CH2:25][C:26]([OH:28])=[O:27])[C:18]([O:20][CH3:21])=[CH:19][C:14]=2[CH2:13][N:12]2[CH2:30][CH2:31][CH2:32][C@H:11]2[C@@H:10]1[O:33][CH3:34])=[O:8])[CH:4]=[CH2:5], predict the reactants needed to synthesize it. The reactants are: [OH-].[Na+].[CH2:3]([O:6][C:7]([N:9]1[C:15]2[CH:16]=[C:17]([O:22][CH2:23][CH2:24][CH2:25][C:26]([O:28]C)=[O:27])[C:18]([O:20][CH3:21])=[CH:19][C:14]=2[CH2:13][N:12]2[CH2:30][CH2:31][CH2:32][C@H:11]2[C@@H:10]1[O:33][CH3:34])=[O:8])[CH:4]=[CH2:5]. (5) Given the product [Br:1][C:2]1[CH:3]=[CH:4][C:5]([CH2:8][N:11]([CH3:12])[CH3:10])=[N:6][CH:7]=1, predict the reactants needed to synthesize it. The reactants are: [Br:1][C:2]1[CH:3]=[CH:4][C:5]([CH2:8]Br)=[N:6][CH:7]=1.[CH3:10][NH:11][CH3:12]. (6) Given the product [Cl:1][C:2]1[CH:20]=[CH:19][CH:18]=[C:17]([F:21])[C:3]=1[C:4]([NH:6][C:7]1[CH:15]=[C:14]2[C:10]([C:11]([CH:22]=[CH2:23])=[N:12][NH:13]2)=[CH:9][CH:8]=1)=[O:5], predict the reactants needed to synthesize it. The reactants are: [Cl:1][C:2]1[CH:20]=[CH:19][CH:18]=[C:17]([F:21])[C:3]=1[C:4]([NH:6][C:7]1[CH:15]=[C:14]2[C:10]([C:11](I)=[N:12][NH:13]2)=[CH:9][CH:8]=1)=[O:5].[CH2:22]([Sn](CCCC)(CCCC)C=C)[CH2:23]CC. (7) Given the product [Cl:1][C:2]1[CH:7]=[C:6]([N:8]([CH2:17][CH2:18][CH3:19])[C:9](=[O:15])[O:10][C:11]([CH3:13])([CH3:12])[CH3:14])[C:5]([I:16])=[CH:4][N:3]=1, predict the reactants needed to synthesize it. The reactants are: [Cl:1][C:2]1[CH:7]=[C:6]([NH:8][C:9](=[O:15])[O:10][C:11]([CH3:14])([CH3:13])[CH3:12])[C:5]([I:16])=[CH:4][N:3]=1.[CH2:17](I)[CH2:18][CH3:19].C(OCC)(=O)C.O. (8) Given the product [C:40]([C:31]1[C:30]([C:43]2[CH:48]=[CH:47][C:46]([NH:49][C:50]([NH:52][C:53]3[CH:58]=[C:57]([C:59]([F:60])([F:61])[F:62])[CH:56]=[CH:55][N:54]=3)=[O:51])=[CH:45][CH:44]=2)=[C:29]2[N:28]([C:32]=1[CH2:33][N:34]1[CH2:39][CH2:38][O:37][CH2:36][CH2:35]1)[N:27]=[CH:26][N:25]=[C:24]2[NH2:23])(=[O:42])[CH3:41], predict the reactants needed to synthesize it. The reactants are: CC(OI1(OC(C)=O)(OC(C)=O)OC(=O)C2C=CC=CC1=2)=O.[NH2:23][C:24]1[C:29]2=[C:30]([C:43]3[CH:48]=[CH:47][C:46]([NH:49][C:50]([NH:52][C:53]4[CH:58]=[C:57]([C:59]([F:62])([F:61])[F:60])[CH:56]=[CH:55][N:54]=4)=[O:51])=[CH:45][CH:44]=3)[C:31]([CH:40]([OH:42])[CH3:41])=[C:32]([CH2:33][N:34]3[CH2:39][CH2:38][O:37][CH2:36][CH2:35]3)[N:28]2[N:27]=[CH:26][N:25]=1.C([O-])(O)=O.[Na+].CCOC(C)=O. (9) Given the product [CH2:29]([O:28][C:25]([C:2]1[CH:3]=[C:4]2[C:9](=[CH:10][CH:11]=1)[O:8][CH:7]([C:12]([OH:14])=[O:13])[CH2:6][CH2:5]2)=[O:27])[CH3:30], predict the reactants needed to synthesize it. The reactants are: I[C:2]1[CH:3]=[C:4]2[C:9](=[CH:10][CH:11]=1)[O:8][CH:7]([C:12]([OH:14])=[O:13])[CH2:6][CH2:5]2.C(N(CC)CC)C.C(O)C.[C:25]([O:28][CH2:29][CH3:30])(=[O:27])C. (10) Given the product [CH3:11][N:7]1[C:8]2[C:4](=[CH:3][C:2]([B:13]3[O:17][C:16]([CH3:19])([CH3:18])[C:15]([CH3:21])([CH3:20])[O:14]3)=[CH:10][CH:9]=2)[CH2:5][C:6]1=[O:12], predict the reactants needed to synthesize it. The reactants are: Br[C:2]1[CH:3]=[C:4]2[C:8](=[CH:9][CH:10]=1)[N:7]([CH3:11])[C:6](=[O:12])[CH2:5]2.[B:13]1([B:13]2[O:17][C:16]([CH3:19])([CH3:18])[C:15]([CH3:21])([CH3:20])[O:14]2)[O:17][C:16]([CH3:19])([CH3:18])[C:15]([CH3:21])([CH3:20])[O:14]1.C([O-])(=O)C.[K+].ClCCl.